This data is from Forward reaction prediction with 1.9M reactions from USPTO patents (1976-2016). The task is: Predict the product of the given reaction. (1) Given the reactants [C:1]([O:5][C:6](=[O:24])[NH:7][C:8]1[CH:13]=[CH:12][CH:11]=[C:10]([O:14][C:15]2[CH:20]=[CH:19][C:18]([N+:21]([O-])=O)=[CH:17][N:16]=2)[CH:9]=1)([CH3:4])([CH3:3])[CH3:2].O1CCCC1, predict the reaction product. The product is: [C:1]([O:5][C:6](=[O:24])[NH:7][C:8]1[CH:13]=[CH:12][CH:11]=[C:10]([O:14][C:15]2[CH:20]=[CH:19][C:18]([NH2:21])=[CH:17][N:16]=2)[CH:9]=1)([CH3:4])([CH3:2])[CH3:3]. (2) Given the reactants [OH:1][CH:2]1[C:23](=[O:24])[N:5]2[CH2:6][CH2:7][N:8]([S:10]([C:13]3[CH:18]=[CH:17][CH:16]=[C:15]([C:19]([F:22])([F:21])[F:20])[CH:14]=3)(=[O:12])=[O:11])[CH2:9][CH:4]2[CH2:3]1.[H-].[Na+].Br[C:28]1[CH:33]=[CH:32][C:31]([C:34]([F:37])([F:36])[F:35])=[CH:30][N:29]=1, predict the reaction product. The product is: [F:20][C:19]([F:21])([F:22])[C:15]1[CH:14]=[C:13]([S:10]([N:8]2[CH2:7][CH2:6][N:5]3[C:23](=[O:24])[CH:2]([O:1][C:28]4[CH:33]=[CH:32][C:31]([C:34]([F:37])([F:36])[F:35])=[CH:30][N:29]=4)[CH2:3][CH:4]3[CH2:9]2)(=[O:12])=[O:11])[CH:18]=[CH:17][CH:16]=1. (3) Given the reactants [Li+].C[Si]([N-][Si](C)(C)C)(C)C.[O:11]1[C:15]2([CH2:20][CH2:19][CH:18]([OH:21])[CH2:17][CH2:16]2)[O:14][CH2:13][CH2:12]1.F[C:23]1[CH:28]=[C:27]([F:29])[CH:26]=[CH:25][C:24]=1[N+:30]([O-:32])=[O:31], predict the reaction product. The product is: [F:29][C:27]1[CH:26]=[CH:25][C:24]([N+:30]([O-:32])=[O:31])=[C:23]([CH:28]=1)[O:21][CH:18]1[CH2:19][CH2:20][C:15]2([O:14][CH2:13][CH2:12][O:11]2)[CH2:16][CH2:17]1. (4) Given the reactants Br[C:2]1[CH:7]=[CH:6][C:5]([C:8]2[CH:12]=[CH:11][N:10]([CH2:13][O:14][CH2:15][CH2:16][Si:17]([CH3:20])([CH3:19])[CH3:18])[N:9]=2)=[CH:4][CH:3]=1.[CH3:36][C:31]1([CH3:37])[C:32](C)([CH3:35])[O:33][B:29]([B:29]2[O:33][C:32]([CH3:35])(C)[C:31]([CH3:37])([CH3:36])[O:30]2)[O:30]1.C([O-])(=O)C.[K+].O, predict the reaction product. The product is: [CH3:35][C:32]12[CH2:37][C:31]1([CH3:36])[O:30][B:29]([C:2]1[CH:7]=[CH:6][C:5]([C:8]3[CH:12]=[CH:11][N:10]([CH2:13][O:14][CH2:15][CH2:16][Si:17]([CH3:20])([CH3:19])[CH3:18])[N:9]=3)=[CH:4][CH:3]=1)[O:33]2. (5) Given the reactants [CH2:1]=O.[CH2:3]([NH:10][CH2:11][C:12]1[CH:13]=[C:14]([CH2:34][N:35]2[CH2:40][CH2:39][O:38][CH2:37][CH2:36]2)[CH:15]=[C:16]2[C:21]=1[N:20]=[CH:19][C:18]([C:22]([NH:24][CH2:25][C:26]1[CH:31]=[CH:30][C:29]([Cl:32])=[CH:28][CH:27]=1)=[O:23])=[C:17]2[OH:33])[C:4]1[CH:9]=[CH:8][CH:7]=[CH:6][CH:5]=1, predict the reaction product. The product is: [CH2:3]([N:10]1[CH2:11][C:12]2[C:21]3=[C:16]([C:17](=[O:33])[C:18]([C:22]([NH:24][CH2:25][C:26]4[CH:31]=[CH:30][C:29]([Cl:32])=[CH:28][CH:27]=4)=[O:23])=[CH:19][N:20]3[CH2:1]1)[CH:15]=[C:14]([CH2:34][N:35]1[CH2:36][CH2:37][O:38][CH2:39][CH2:40]1)[CH:13]=2)[C:4]1[CH:5]=[CH:6][CH:7]=[CH:8][CH:9]=1.